From a dataset of CYP1A2 inhibition data for predicting drug metabolism from PubChem BioAssay. Regression/Classification. Given a drug SMILES string, predict its absorption, distribution, metabolism, or excretion properties. Task type varies by dataset: regression for continuous measurements (e.g., permeability, clearance, half-life) or binary classification for categorical outcomes (e.g., BBB penetration, CYP inhibition). Dataset: cyp1a2_veith. The molecule is O=C1C2=CC[C@H]3C(=O)N(Cc4ccccc4)C(=O)[C@@H]3[C@@H]2[C@H](O)[C@@H]2O[C@H]12. The result is 0 (non-inhibitor).